From a dataset of Catalyst prediction with 721,799 reactions and 888 catalyst types from USPTO. Predict which catalyst facilitates the given reaction. Reactant: Cl.[NH2:2][OH:3].C(N(CC)CC)C.[NH2:11][C:12]1[C:13]2[C:20]([C:21]#[N:22])=[CH:19][N:18]([C@@H:23]3[O:29][C@H:28]([CH2:30][OH:31])[C@@H:26]([OH:27])[C@@:24]3([CH3:32])[OH:25])[C:14]=2[N:15]=[CH:16][N:17]=1. Product: [NH2:11][C:12]1[C:13]2[C:20]([C:21](=[N:2][OH:3])[NH2:22])=[CH:19][N:18]([C@@H:23]3[O:29][C@H:28]([CH2:30][OH:31])[C@@H:26]([OH:27])[C@@:24]3([CH3:32])[OH:25])[C:14]=2[N:15]=[CH:16][N:17]=1. The catalyst class is: 8.